Dataset: Reaction yield outcomes from USPTO patents with 853,638 reactions. Task: Predict the reaction yield, written as a fraction of the theoretical maximum amount of product (1.0 means a 100% yield; for example, 0.34 means a 34% yield). (1) The catalyst is [Pd]. The reactants are [CH:1]1([CH:6]=[C:7]([C:17]2[CH:22]=[CH:21][C:20]([C:23](=O)C)=[CH:19][CH:18]=2)[C:8]2[NH:16][C:11]3=[N:12][CH:13]=[CH:14][CH:15]=[C:10]3[CH:9]=2)[CH2:5][CH2:4][CH2:3][CH2:2]1.[CH3:26][OH:27]. The yield is 0.350. The product is [CH:1]1([CH2:6][CH:7]([C:17]2[CH:22]=[CH:21][C:20]([CH2:23][CH:26]=[O:27])=[CH:19][CH:18]=2)[C:8]2[NH:16][C:11]3=[N:12][CH:13]=[CH:14][CH:15]=[C:10]3[CH:9]=2)[CH2:5][CH2:4][CH2:3][CH2:2]1. (2) The reactants are [CH3:13][C:12]([O:11][C:9](O[C:9]([O:11][C:12]([CH3:15])([CH3:14])[CH3:13])=[O:10])=[O:10])([CH3:15])[CH3:14].C(N(C(C)C)CC)(C)C.[Cl:25][C:26]1[N:27]=[C:28]([Cl:35])[C:29]2[CH:34]=[CH:33][NH:32][C:30]=2[N:31]=1. The catalyst is CN(C)C1C=CN=CC=1.ClCCl. The product is [Cl:25][C:26]1[N:27]=[C:28]([Cl:35])[C:29]2[CH:34]=[CH:33][N:32]([C:9]([O:11][C:12]([CH3:13])([CH3:14])[CH3:15])=[O:10])[C:30]=2[N:31]=1. The yield is 0.705. (3) The reactants are C([NH:4][C:5]1[N:10]=[C:9]2[NH:11][CH:12]=[C:13]([CH:14]=[C:15]([C:19]3[CH:24]=[CH:23][CH:22]=[CH:21][CH:20]=3)[C:16]([NH2:18])=[O:17])[C:8]2=[CH:7][CH:6]=1)(=O)C.O.[Na]. The catalyst is CO. The product is [NH2:4][C:5]1[N:10]=[C:9]2[NH:11][CH:12]=[C:13]([CH:14]=[C:15]([C:19]3[CH:20]=[CH:21][CH:22]=[CH:23][CH:24]=3)[C:16]([NH2:18])=[O:17])[C:8]2=[CH:7][CH:6]=1. The yield is 0.800. (4) The reactants are N[C@H]1CCNC1.C(OC(OC(OC(C)(C)C)=O)=O)(C)(C)C.[OH-].[K+].NC1CCNC1.[NH2:30][CH:31]1[CH2:35][CH2:34][N:33]([C:36]([O:38][C:39]([CH3:42])([CH3:41])[CH3:40])=[O:37])[CH2:32]1.C(OC(N1CCC(NC(OC(C)(C)C)=O)C1)=O)(C)(C)C. The catalyst is CO. The product is [NH2:30][C@H:31]1[CH2:35][CH2:34][N:33]([C:36]([O:38][C:39]([CH3:42])([CH3:41])[CH3:40])=[O:37])[CH2:32]1. The yield is 0.817. (5) The reactants are Br[C:2]1[CH:7]=[CH:6][C:5]([Br:8])=[CH:4][N:3]=1.C([Li])CCC.[Cl:14][C:15]1[CH:26]=[C:25]([Cl:27])[CH:24]=[CH:23][C:16]=1[C:17](N(OC)C)=[O:18].[NH4+].[Cl-]. The catalyst is C1(C)C=CC=CC=1. The product is [Br:8][C:5]1[CH:6]=[CH:7][C:2]([C:17]([C:16]2[CH:23]=[CH:24][C:25]([Cl:27])=[CH:26][C:15]=2[Cl:14])=[O:18])=[N:3][CH:4]=1. The yield is 0.680.